This data is from Reaction yield outcomes from USPTO patents with 853,638 reactions. The task is: Predict the reaction yield, written as a fraction of the theoretical maximum amount of product (1.0 means a 100% yield; for example, 0.34 means a 34% yield). (1) The reactants are [N+:1]([C:4]1[CH:9]=[CH:8][C:7]([C@H:10]([NH:12][C:13](=[O:19])[O:14][C:15]([CH3:18])([CH3:17])[CH3:16])[CH3:11])=[CH:6][CH:5]=1)([O-])=O. The catalyst is CO.[Pd]. The product is [NH2:1][C:4]1[CH:9]=[CH:8][C:7]([C@H:10]([NH:12][C:13](=[O:19])[O:14][C:15]([CH3:18])([CH3:17])[CH3:16])[CH3:11])=[CH:6][CH:5]=1. The yield is 0.780. (2) The reactants are Br[C:2]1[S:6][C:5]([NH:7][C:8]([NH:10][C:11]2[CH:16]=[CH:15][C:14]([CH3:17])=[CH:13][C:12]=2[C:18]([CH:20]2[CH2:24][CH2:23][CH2:22][CH2:21]2)=[O:19])=[O:9])=[N:4][CH:3]=1.[CH3:25][S-:26].[Na+]. No catalyst specified. The product is [CH:20]1([C:18]([C:12]2[CH:13]=[C:14]([CH3:17])[CH:15]=[CH:16][C:11]=2[NH:10][C:8]([NH:7][C:5]2[S:6][C:2]([S:26][CH3:25])=[CH:3][N:4]=2)=[O:9])=[O:19])[CH2:24][CH2:23][CH2:22][CH2:21]1. The yield is 0.250. (3) The reactants are [CH:1]([N:4]1[C:8]([C:9]2[S:10][C:11]3[CH2:12][CH2:13][O:14][C:15]4[CH:22]=[C:21](Br)[CH:20]=[CH:19][C:16]=4[C:17]=3[N:18]=2)=[N:7][CH:6]=[N:5]1)([CH3:3])[CH3:2].[F:24][C:25]1[N:30]=[CH:29][C:28](B(O)O)=[CH:27][CH:26]=1. No catalyst specified. The product is [CH:1]([N:4]1[C:8]([C:9]2[S:10][C:11]3[CH2:12][CH2:13][O:14][C:15]4[CH:22]=[C:21]([C:28]5[CH:27]=[CH:26][C:25]([F:24])=[N:30][CH:29]=5)[CH:20]=[CH:19][C:16]=4[C:17]=3[N:18]=2)=[N:7][CH:6]=[N:5]1)([CH3:3])[CH3:2]. The yield is 0.500. (4) The reactants are [N:1]1([C:6]2[N:11]=[C:10]([C:12]#[N:13])[CH:9]=[CH:8][CH:7]=2)[CH:5]=[CH:4][CH:3]=[N:2]1.[C:14](OC)(=[O:22])[C:15]1[C:16](=[CH:18][CH:19]=[CH:20][CH:21]=1)[SH:17].C(N(CC)CC)C. The catalyst is C1(C)C=CC=CC=1. The product is [N:1]1([C:6]2[N:11]=[C:10]([C:12]3[S:17][C:16]4[CH:18]=[CH:19][CH:20]=[CH:21][C:15]=4[C:14](=[O:22])[N:13]=3)[CH:9]=[CH:8][CH:7]=2)[CH:5]=[CH:4][CH:3]=[N:2]1. The yield is 0.670. (5) The reactants are O=C1OCCO1.[S:7]=[C:8]1[O:12][CH2:11][CH2:10][O:9]1.[CH3:13][C:14]([CH3:29])([CH2:20][O:21][Si:22]([CH3:28])([CH3:27])[C:23]([CH3:26])([CH3:25])[CH3:24])[CH2:15]C(O)CO.C(Cl)(Cl)=S.CN(C)C1C=CC=CC=1. The catalyst is ClCCl. The product is [CH3:15][C:14]([CH3:29])([CH2:20][O:21][Si:22]([CH3:28])([CH3:27])[C:23]([CH3:26])([CH3:25])[CH3:24])[CH2:13][CH:10]1[CH2:11][O:12][C:8](=[S:7])[O:9]1. The yield is 0.350. (6) The reactants are [Cl:1][C:2]1[N:9]=[C:8]([Cl:10])[CH:7]=[CH:6][C:3]=1[CH:4]=O.[NH2:11][CH2:12][CH:13]([OH:19])[CH2:14][O:15][CH:16]([CH3:18])[CH3:17].C(O)(=O)C.C([BH3-])#N.[Na+]. The catalyst is CO.ClCCl. The product is [Cl:1][C:2]1[C:3]([CH2:4][NH:11][CH2:12][CH:13]([OH:19])[CH2:14][O:15][CH:16]([CH3:18])[CH3:17])=[CH:6][CH:7]=[C:8]([Cl:10])[N:9]=1. The yield is 0.543. (7) The reactants are [CH:1]1([S:6][CH:7]([C:11]2[CH:16]=[CH:15][C:14]([S:17]([CH3:20])(=[O:19])=[O:18])=[CH:13][CH:12]=2)[C:8]([OH:10])=O)[CH2:5][CH2:4][CH2:3][CH2:2]1.[NH2:21][C:22]1[CH:27]=[CH:26][CH:25]=[CH:24][N:23]=1. The catalyst is C1COCC1. The product is [CH:1]1([S:6][CH:7]([C:11]2[CH:16]=[CH:15][C:14]([S:17]([CH3:20])(=[O:19])=[O:18])=[CH:13][CH:12]=2)[C:8]([NH:21][C:22]2[CH:27]=[CH:26][CH:25]=[CH:24][N:23]=2)=[O:10])[CH2:2][CH2:3][CH2:4][CH2:5]1. The yield is 0.820.